This data is from Forward reaction prediction with 1.9M reactions from USPTO patents (1976-2016). The task is: Predict the product of the given reaction. (1) Given the reactants [CH3:1][S:2](Cl)(=[O:4])=[O:3].[CH3:6][O:7][C:8](=[O:13])[C@H:9]([OH:12])[CH2:10][CH3:11].C(N(CC)CC)C.CC1CCCCC1.C(OCC)(=O)C, predict the reaction product. The product is: [CH3:6][O:7][C:8](=[O:13])[C@H:9]([O:12][S:2]([CH3:1])(=[O:4])=[O:3])[CH2:10][CH3:11]. (2) Given the reactants [CH2:1]([N:3]1[C:15]2[CH:14]=[N:13][C:12](C(OCC)=O)=[CH:11][C:10]=2[C:9]2[C:4]1=[CH:5][CH:6]=[CH:7][CH:8]=2)[CH3:2].O.NN, predict the reaction product. The product is: [CH2:1]([N:3]1[C:15]2[CH:14]=[N:13][CH:12]=[CH:11][C:10]=2[C:9]2[C:4]1=[CH:5][CH:6]=[CH:7][CH:8]=2)[CH3:2]. (3) Given the reactants [CH2:1]([O:3][C:4](=[O:20])[C:5]1[CH:10]=[CH:9][C:8]([CH:11]([OH:14])CO)=[C:7]([O:15][C:16]([F:19])([F:18])[F:17])[CH:6]=1)[CH3:2].C(OC(=O)C1C=C(C(F)(F)F)C(C=O)=CC=1N)C, predict the reaction product. The product is: [CH2:1]([O:3][C:4](=[O:20])[C:5]1[CH:10]=[CH:9][C:8]([CH:11]=[O:14])=[C:7]([O:15][C:16]([F:18])([F:17])[F:19])[CH:6]=1)[CH3:2]. (4) Given the reactants C([O:4][C:5]1[C:10]([O:11][CH3:12])=[CH:9][C:8]([C:13]#[N:14])=[C:7](Br)[C:6]=1[C:16]#[N:17])(=O)C.[Cl:18][C:19]1[CH:24]=[CH:23][C:22]([S:25][S:25][C:22]2[CH:23]=[CH:24][C:19]([Cl:18])=[CH:20][CH:21]=2)=[CH:21][CH:20]=1, predict the reaction product. The product is: [Cl:18][C:19]1[CH:24]=[CH:23][C:22]([S:25][C:7]2[C:6]([C:16]#[N:17])=[C:5]([OH:4])[C:10]([O:11][CH3:12])=[CH:9][C:8]=2[C:13]#[N:14])=[CH:21][CH:20]=1.